From a dataset of Full USPTO retrosynthesis dataset with 1.9M reactions from patents (1976-2016). Predict the reactants needed to synthesize the given product. (1) Given the product [CH3:34][C:2]1[N:7]=[CH:6][C:5]([S:8]([C:11]2[N:15]([C:16]3[CH:21]=[CH:20][CH:19]=[C:18]([F:22])[C:17]=3[F:23])[N:14]=[C:13]([CH2:24][N:25]([CH3:33])[C:26](=[O:32])[O:27][C:28]([CH3:29])([CH3:30])[CH3:31])[CH:12]=2)(=[O:10])=[O:9])=[CH:4][CH:3]=1, predict the reactants needed to synthesize it. The reactants are: Cl[C:2]1[N:7]=[CH:6][C:5]([S:8]([C:11]2[N:15]([C:16]3[CH:21]=[CH:20][CH:19]=[C:18]([F:22])[C:17]=3[F:23])[N:14]=[C:13]([CH2:24][N:25]([CH3:33])[C:26](=[O:32])[O:27][C:28]([CH3:31])([CH3:30])[CH3:29])[CH:12]=2)(=[O:10])=[O:9])=[CH:4][CH:3]=1.[C:34](=O)([O-])[O-].[K+].[K+].CB(O)O. (2) Given the product [Br:24][C:11]1[CH:10]=[C:9]([C:3](=[O:8])[C:4]([CH3:7])([CH3:5])[CH3:6])[CH:23]=[CH:22][C:12]=1[CH2:13][CH:14]([CH3:18])[C:15]([OH:17])=[O:16], predict the reactants needed to synthesize it. The reactants are: [OH-].[K+].[C:3]([C:9]1[CH:23]=[CH:22][C:12]([CH2:13][C:14](C)([C:18]([O-])=O)[C:15]([O-:17])=[O:16])=[C:11]([Br:24])[CH:10]=1)(=[O:8])[C:4]([CH3:7])([CH3:6])[CH3:5].